This data is from Reaction yield outcomes from USPTO patents with 853,638 reactions. The task is: Predict the reaction yield, written as a fraction of the theoretical maximum amount of product (1.0 means a 100% yield; for example, 0.34 means a 34% yield). (1) The reactants are [CH:1]1([NH:5][S:6]([C:9]2[CH:10]=[C:11]3[C:16](=[CH:17][CH:18]=2)[NH:15][CH:14]([C:19]2[CH:24]=[CH:23][CH:22]=[C:21](Br)[CH:20]=2)[CH2:13][C:12]3([CH3:27])[CH3:26])(=[O:8])=[O:7])[CH2:4][CH2:3][CH2:2]1.[NH2:28][C:29]1([C:32]([OH:34])=[O:33])[CH2:31][CH2:30]1.C(=O)([O-])[O-].[K+].[K+]. The catalyst is CS(C)=O.[Cu]I. The product is [CH:1]1([NH:5][S:6]([C:9]2[CH:10]=[C:11]3[C:16](=[CH:17][CH:18]=2)[NH:15][CH:14]([C:19]2[CH:20]=[C:21]([NH:28][C:29]4([C:32]([OH:34])=[O:33])[CH2:31][CH2:30]4)[CH:22]=[CH:23][CH:24]=2)[CH2:13][C:12]3([CH3:27])[CH3:26])(=[O:8])=[O:7])[CH2:4][CH2:3][CH2:2]1. The yield is 0.800. (2) The yield is 0.970. The product is [F:1][C:2]1[CH:3]=[CH:4][CH:5]=[C:6]2[C:11]=1[CH:10]=[CH:9][CH:8]=[C:7]2[NH:12][C:16](=[O:17])[CH3:15]. The catalyst is CC(O)=O.[Fe]. The reactants are [F:1][C:2]1[C:11]2[C:6](=[C:7]([N+:12]([O-])=O)[CH:8]=[CH:9][CH:10]=2)[CH:5]=[CH:4][CH:3]=1.[CH3:15][C:16](OC(C)=O)=[O:17]. (3) The reactants are [OH:1][CH2:2][C:3]1[CH:16]=[CH:15][C:14]2[O:13][C:12]3[C:7]4=[C:8]([C:17](=[O:20])[NH:18][N:19]=[C:6]4[C:5]=2[CH:4]=1)[CH:9]=[CH:10][CH:11]=3.[CH2:21]([O:28][P:29]([CH2:39][CH2:40]C(O)=O)([O:31][CH2:32][C:33]1[CH:38]=[CH:37][CH:36]=[CH:35][CH:34]=1)=[O:30])[C:22]1[CH:27]=[CH:26][CH:25]=[CH:24][CH:23]=1.C(Cl)CCl. The catalyst is CN(C=O)C.CN(C1C=CN=CC=1)C. The product is [CH2:32]([O:31][P:29]([CH2:39][CH2:40][O:1][CH2:2][C:3]1[CH:16]=[CH:15][C:14]2[O:13][C:12]3[C:7]4=[C:8]([C:17](=[O:20])[NH:18][N:19]=[C:6]4[C:5]=2[CH:4]=1)[CH:9]=[CH:10][CH:11]=3)(=[O:30])[O:28][CH2:21][C:22]1[CH:23]=[CH:24][CH:25]=[CH:26][CH:27]=1)[C:33]1[CH:34]=[CH:35][CH:36]=[CH:37][CH:38]=1. The yield is 0.400. (4) The reactants are [F:1][C:2]1[CH:9]=[CH:8][CH:7]=[C:6]([N+:10]([O-])=O)[C:3]=1[CH:4]=O.[CH3:13][Si:14]([CH3:21])([CH3:20])[C:15]#[C:16][CH2:17][CH2:18][NH2:19]. The catalyst is C1(C)C=CC=CC=1. The product is [F:1][C:2]1[C:3]2[C:6]([CH:7]=[CH:8][CH:9]=1)=[N:10][N:19]([CH2:18][CH2:17][C:16]#[C:15][Si:14]([CH3:21])([CH3:20])[CH3:13])[CH:4]=2. The yield is 0.520. (5) The reactants are [C@@H:1]1([NH:10][C:11]2[N:16]=[CH:15][N:14]=[C:13]([NH:17][C@H:18]3[C@@H:22]4[O:23][C:24]([CH3:27])([CH3:26])[O:25][C@@H:21]4[C@@H:20]([CH2:28][OH:29])[CH2:19]3)[CH:12]=2)[C:9]2[C:4](=[CH:5][CH:6]=[CH:7][CH:8]=2)[CH2:3][CH2:2]1.CCN(CC)CC.Cl[S:38]([NH2:41])(=[O:40])=[O:39].C(#N)C. The catalyst is C(Cl)Cl. The product is [S:38](=[O:40])(=[O:39])([O:29][CH2:28][C@@H:20]1[C@@H:21]2[C@@H:22]([O:23][C:24]([CH3:26])([CH3:27])[O:25]2)[C@H:18]([NH:17][C:13]2[CH:12]=[C:11]([NH:10][C@@H:1]3[C:9]4[C:4](=[CH:5][CH:6]=[CH:7][CH:8]=4)[CH2:3][CH2:2]3)[N:16]=[CH:15][N:14]=2)[CH2:19]1)[NH2:41]. The yield is 0.540. (6) The reactants are [C:1]([O:5][C:6]([N:8]1[C@@H:12](/[CH:13]=[C:14](\Br)/[C:15]2[CH:20]=[CH:19][C:18]([Cl:21])=[CH:17][CH:16]=2)[CH2:11][O:10][C:9]1([CH3:24])[CH3:23])=[O:7])([CH3:4])([CH3:3])[CH3:2].[CH2:25]([Zn]CC)[CH3:26]. The catalyst is C1COCC1.C(OCC)(=O)C. The product is [C:1]([O:5][C:6]([N:8]1[C@@H:12](/[CH:13]=[C:14](/[C:15]2[CH:20]=[CH:19][C:18]([Cl:21])=[CH:17][CH:16]=2)\[CH2:25][CH3:26])[CH2:11][O:10][C:9]1([CH3:24])[CH3:23])=[O:7])([CH3:4])([CH3:3])[CH3:2]. The yield is 0.900. (7) The reactants are Br[C:2]1[CH:3]=[C:4]([NH2:9])[C:5]([F:8])=[N:6][CH:7]=1.[CH3:10][N:11]([CH3:15])[CH2:12][C:13]#[CH:14].C(=O)([O-])[O-].[Cs+].[Cs+].CC(C1C=C(C(C)C)C(C2C=CC=CC=2P(C2CCCCC2)C2CCCCC2)=C(C(C)C)C=1)C. The catalyst is CN(C=O)C.CC#N.CC#N.Cl[Pd]Cl. The product is [CH3:10][N:11]([CH3:15])[CH2:12][C:13]#[C:14][C:2]1[CH:3]=[C:4]([NH2:9])[C:5]([F:8])=[N:6][CH:7]=1. The yield is 0.450.